Dataset: Catalyst prediction with 721,799 reactions and 888 catalyst types from USPTO. Task: Predict which catalyst facilitates the given reaction. (1) Reactant: [C:1]([O:5][C:6]1[CH:11]=[C:10]([CH:12]([CH3:14])[CH3:13])[C:9]([O:15][C:16]2[CH:21]=[CH:20][C:19]([N+:22]([O-])=O)=[C:18]([OH:25])[CH:17]=2)=[C:8]([CH:26]([CH3:28])[CH3:27])[C:7]=1[CH3:29])(=[O:4])[CH2:2][CH3:3].[H][H]. The catalyst class is: 43. Product: [C:1]([O:5][C:6]1[CH:11]=[C:10]([CH:12]([CH3:13])[CH3:14])[C:9]([O:15][C:16]2[CH:21]=[CH:20][C:19]([NH2:22])=[C:18]([OH:25])[CH:17]=2)=[C:8]([CH:26]([CH3:28])[CH3:27])[C:7]=1[CH3:29])(=[O:4])[CH2:2][CH3:3]. (2) Reactant: [CH3:1][N:2]([CH3:27])[C:3]([O:5][C:6]1[CH:7]=[C:8]2[C:13](=[CH:14][CH:15]=1)[C@@H:12]([CH2:16][CH2:17][O:18][C:19]1[CH:24]=[CH:23][C:22]([Cl:25])=[C:21]([CH3:26])[CH:20]=1)[NH:11][CH2:10][CH2:9]2)=[O:4].FC(F)(F)C(N)=O.C(=O)([O-])[O-].[K+].[K+].C(=O)([O-])O.[Na+]. Product: [CH3:27][N:2]([CH3:1])[C:3](=[O:4])[O:5][C:6]1[CH:7]=[C:8]2[C:13](=[CH:14][CH:15]=1)[C@@H:12]([CH2:16][CH2:17][O:18][C:19]1[CH:24]=[CH:23][C:22]([Cl:25])=[C:21]([CH3:26])[CH:20]=1)[NH:11][CH2:10][CH2:9]2. The catalyst class is: 5. (3) Reactant: [Br:1][C:2]1[S:6][C:5]([C@:7]2([CH2:16][C:17]([O:19][C:20]([CH3:23])([CH3:22])[CH3:21])=[O:18])[S:13](=[O:15])(=[O:14])[CH2:12][CH2:11][NH:10][CH2:9][CH2:8]2)=[CH:4][CH:3]=1.[C@@]12(CS([O-])(=O)=O)C(C)(C)C(CC1)CC2=O.[CH3:39][N:40]([CH3:45])[S:41](Cl)(=[O:43])=[O:42].C(=O)([O-])[O-].[Na+].[Na+]. Product: [Br:1][C:2]1[S:6][C:5]([C@:7]2([CH2:16][C:17]([O:19][C:20]([CH3:23])([CH3:22])[CH3:21])=[O:18])[S:13](=[O:15])(=[O:14])[CH2:12][CH2:11][N:10]([S:41]([N:40]([CH3:45])[CH3:39])(=[O:43])=[O:42])[CH2:9][CH2:8]2)=[CH:4][CH:3]=1. The catalyst class is: 12. (4) Reactant: [F:1][C:2]([F:42])([F:41])[C:3]1[CH:4]=[C:5]([C@H:13]([N:15]([CH3:40])[C:16]([N:18]2[CH2:23][CH2:22][C@H:21]([N:24]3[CH2:29][CH2:28][N:27]([C:30](=[O:32])[CH3:31])[CH2:26][CH2:25]3)[CH2:20][C@@H:19]2[C:33]2[CH:38]=[CH:37][C:36]([F:39])=[CH:35][CH:34]=2)=[O:17])[CH3:14])[CH:6]=[C:7]([C:9]([F:12])([F:11])[F:10])[CH:8]=1.[ClH:43]. Product: [ClH:43].[F:42][C:2]([F:1])([F:41])[C:3]1[CH:4]=[C:5]([C@H:13]([N:15]([CH3:40])[C:16]([N:18]2[CH2:23][CH2:22][C@H:21]([N:24]3[CH2:25][CH2:26][N:27]([C:30](=[O:32])[CH3:31])[CH2:28][CH2:29]3)[CH2:20][C@@H:19]2[C:33]2[CH:34]=[CH:35][C:36]([F:39])=[CH:37][CH:38]=2)=[O:17])[CH3:14])[CH:6]=[C:7]([C:9]([F:11])([F:10])[F:12])[CH:8]=1. The catalyst class is: 28. (5) Reactant: [F:1][C:2]([F:12])([F:11])[O:3][C:4]1[CH:10]=[CH:9][C:7]([NH2:8])=[CH:6][CH:5]=1.Cl[C:14](OC(Cl)(Cl)Cl)=[O:15]. Product: [N:8]([C:7]1[CH:9]=[CH:10][C:4]([O:3][C:2]([F:11])([F:12])[F:1])=[CH:5][CH:6]=1)=[C:14]=[O:15]. The catalyst class is: 1.